This data is from Catalyst prediction with 721,799 reactions and 888 catalyst types from USPTO. The task is: Predict which catalyst facilitates the given reaction. Reactant: [BH4-].[Na+].[CH3:3][N:4]([CH3:28])[C:5]1([C:20]2[CH:25]=[CH:24][CH:23]=[C:22]([O:26][CH3:27])[CH:21]=2)[CH2:10][CH2:9][CH:8]([C:11](=[O:19])[CH2:12][C:13]2[CH:18]=[CH:17][CH:16]=[CH:15][CH:14]=2)[CH2:7][CH2:6]1.O. Product: [CH3:28][N:4]([CH3:3])[C:5]1([C:20]2[CH:25]=[CH:24][CH:23]=[C:22]([O:26][CH3:27])[CH:21]=2)[CH2:10][CH2:9][CH:8]([CH:11]([OH:19])[CH2:12][C:13]2[CH:14]=[CH:15][CH:16]=[CH:17][CH:18]=2)[CH2:7][CH2:6]1. The catalyst class is: 5.